Dataset: NCI-60 drug combinations with 297,098 pairs across 59 cell lines. Task: Regression. Given two drug SMILES strings and cell line genomic features, predict the synergy score measuring deviation from expected non-interaction effect. (1) Drug 1: CC1=CC2C(CCC3(C2CCC3(C(=O)C)OC(=O)C)C)C4(C1=CC(=O)CC4)C. Drug 2: C1CN(P(=O)(OC1)NCCCl)CCCl. Cell line: RXF 393. Synergy scores: CSS=-4.90, Synergy_ZIP=1.61, Synergy_Bliss=-0.771, Synergy_Loewe=-5.43, Synergy_HSA=-5.05. (2) Drug 1: CNC(=O)C1=CC=CC=C1SC2=CC3=C(C=C2)C(=NN3)C=CC4=CC=CC=N4. Drug 2: CC1=C(C=C(C=C1)NC(=O)C2=CC=C(C=C2)CN3CCN(CC3)C)NC4=NC=CC(=N4)C5=CN=CC=C5. Cell line: MOLT-4. Synergy scores: CSS=11.9, Synergy_ZIP=-6.29, Synergy_Bliss=-2.94, Synergy_Loewe=-12.2, Synergy_HSA=-2.95. (3) Drug 1: COC1=C(C=C2C(=C1)N=CN=C2NC3=CC(=C(C=C3)F)Cl)OCCCN4CCOCC4. Drug 2: CC1=C2C(C(=O)C3(C(CC4C(C3C(C(C2(C)C)(CC1OC(=O)C(C(C5=CC=CC=C5)NC(=O)OC(C)(C)C)O)O)OC(=O)C6=CC=CC=C6)(CO4)OC(=O)C)O)C)O. Cell line: MCF7. Synergy scores: CSS=44.4, Synergy_ZIP=6.75, Synergy_Bliss=8.15, Synergy_Loewe=9.27, Synergy_HSA=11.1. (4) Drug 1: COC1=C(C=C2C(=C1)N=CN=C2NC3=CC(=C(C=C3)F)Cl)OCCCN4CCOCC4. Drug 2: CCCCCOC(=O)NC1=NC(=O)N(C=C1F)C2C(C(C(O2)C)O)O. Cell line: OVCAR-4. Synergy scores: CSS=19.1, Synergy_ZIP=-6.07, Synergy_Bliss=0.0967, Synergy_Loewe=-18.6, Synergy_HSA=0.520. (5) Drug 1: C1=C(C(=O)NC(=O)N1)N(CCCl)CCCl. Drug 2: C1=CC(=CC=C1CC(C(=O)O)N)N(CCCl)CCCl.Cl. Cell line: DU-145. Synergy scores: CSS=27.4, Synergy_ZIP=-2.71, Synergy_Bliss=1.34, Synergy_Loewe=-7.44, Synergy_HSA=-0.912. (6) Drug 2: CC12CCC3C(C1CCC2OP(=O)(O)O)CCC4=C3C=CC(=C4)OC(=O)N(CCCl)CCCl.[Na+]. Cell line: HCC-2998. Drug 1: C1CCC(C(C1)N)N.C(=O)(C(=O)[O-])[O-].[Pt+4]. Synergy scores: CSS=28.8, Synergy_ZIP=-6.51, Synergy_Bliss=-5.21, Synergy_Loewe=-5.87, Synergy_HSA=-4.49. (7) Drug 1: C1=C(C(=O)NC(=O)N1)N(CCCl)CCCl. Drug 2: CN1C(=O)N2C=NC(=C2N=N1)C(=O)N. Cell line: NCI-H226. Synergy scores: CSS=14.8, Synergy_ZIP=-2.84, Synergy_Bliss=6.55, Synergy_Loewe=1.20, Synergy_HSA=5.05. (8) Drug 1: C1=NNC2=C1C(=O)NC=N2. Drug 2: CC(C)CN1C=NC2=C1C3=CC=CC=C3N=C2N. Cell line: PC-3. Synergy scores: CSS=-0.889, Synergy_ZIP=-0.454, Synergy_Bliss=-1.98, Synergy_Loewe=-0.798, Synergy_HSA=-2.49. (9) Drug 1: COC1=C(C=C2C(=C1)N=CN=C2NC3=CC(=C(C=C3)F)Cl)OCCCN4CCOCC4. Drug 2: CC1=C2C(C(=O)C3(C(CC4C(C3C(C(C2(C)C)(CC1OC(=O)C(C(C5=CC=CC=C5)NC(=O)OC(C)(C)C)O)O)OC(=O)C6=CC=CC=C6)(CO4)OC(=O)C)O)C)O. Cell line: MALME-3M. Synergy scores: CSS=51.3, Synergy_ZIP=6.78, Synergy_Bliss=7.63, Synergy_Loewe=3.51, Synergy_HSA=10.4. (10) Drug 1: CCC1=C2CN3C(=CC4=C(C3=O)COC(=O)C4(CC)O)C2=NC5=C1C=C(C=C5)O. Drug 2: CC1CCC2CC(C(=CC=CC=CC(CC(C(=O)C(C(C(=CC(C(=O)CC(OC(=O)C3CCCCN3C(=O)C(=O)C1(O2)O)C(C)CC4CCC(C(C4)OC)OCCO)C)C)O)OC)C)C)C)OC. Cell line: SF-295. Synergy scores: CSS=32.8, Synergy_ZIP=2.55, Synergy_Bliss=0.830, Synergy_Loewe=-14.1, Synergy_HSA=4.25.